Predict which catalyst facilitates the given reaction. From a dataset of Catalyst prediction with 721,799 reactions and 888 catalyst types from USPTO. (1) Reactant: OS(O)(=O)=O.C(OC([N:13]1[C@H:17]([C:18](=[O:30])[NH:19][C@:20]2([C:25]([O:27][CH2:28][CH3:29])=[O:26])[CH2:22][C@H:21]2[CH:23]=[CH2:24])[CH2:16][C@@H:15]([O:31][C:32]([N:34]2[CH2:42][C:41]3[C:36](=[CH:37][CH:38]=[CH:39][C:40]=3[F:43])[CH2:35]2)=[O:33])[CH2:14]1)=O)(C)(C)C. Product: [CH2:28]([O:27][C:25]([C@@:20]1([NH:19][C:18]([C@H:17]2[NH:13][CH2:14][C@H:15]([O:31][C:32]([N:34]3[CH2:42][C:41]4[C:36](=[CH:37][CH:38]=[CH:39][C:40]=4[F:43])[CH2:35]3)=[O:33])[CH2:16]2)=[O:30])[CH2:22][C@H:21]1[CH:23]=[CH2:24])=[O:26])[CH3:29]. The catalyst class is: 25. (2) Reactant: [CH:1]([C:3]1[CH:4]=[CH:5][N:6]=[C:7]2[C:12]=1[N:11]=[C:10]([O:13][CH3:14])[CH:9]=[CH:8]2)=[CH2:2].[OH:15][C@@H:16]1[CH2:20][NH:19][CH2:18][C@@H:17]1[CH2:21][NH:22][C:23](=[O:32])[O:24][CH2:25][C:26]1[CH:31]=[CH:30][CH:29]=[CH:28][CH:27]=1. Product: [C:26]1([CH2:25][O:24][C:23](=[O:32])[NH:22][CH2:21][C@@H:17]2[C@H:16]([OH:15])[CH2:20][N:19]([CH2:2][CH2:1][C:3]3[C:12]4[C:7](=[CH:8][CH:9]=[C:10]([O:13][CH3:14])[N:11]=4)[N:6]=[CH:5][CH:4]=3)[CH2:18]2)[CH:31]=[CH:30][CH:29]=[CH:28][CH:27]=1. The catalyst class is: 14. (3) Reactant: [Br:1][CH2:2][CH2:3][C:4]1[CH:9]=[CH:8][CH:7]=[CH:6][CH:5]=1.[Cl:10][S:11](O)(=[O:13])=[O:12]. Product: [Br:1][CH2:2][CH2:3][C:4]1[CH:9]=[CH:8][C:7]([S:11]([Cl:10])(=[O:13])=[O:12])=[CH:6][CH:5]=1. The catalyst class is: 22. (4) Reactant: [Cl:1][C:2]1[CH:3]=[C:4]([C:9](O)([C:22]([F:25])([F:24])[F:23])[CH2:10][C:11]([C:13]2[CH:14]=[CH:15][C:16]([F:21])=[C:17]([CH:20]=2)[C:18]#[N:19])=[O:12])[CH:5]=[C:6]([Cl:8])[CH:7]=1.S(Cl)(Cl)=O.N1C=CC=CC=1. Product: [Cl:1][C:2]1[CH:3]=[C:4]([C:9]([C:22]([F:25])([F:24])[F:23])=[CH:10][C:11]([C:13]2[CH:14]=[CH:15][C:16]([F:21])=[C:17]([CH:20]=2)[C:18]#[N:19])=[O:12])[CH:5]=[C:6]([Cl:8])[CH:7]=1. The catalyst class is: 11. (5) Reactant: C([O:3][C:4](=[O:26])[C:5]([O:8][C:9]1[CH:14]=[CH:13][C:12]([O:15][C:16]2[CH:21]=[CH:20][CH:19]=[C:18]([CH2:22][NH2:23])[CH:17]=2)=[CH:11][C:10]=1[CH2:24]C)([CH3:7])[CH3:6])C.CN1CCOCC1.[F:34][C:35]([F:46])([F:45])[C:36]1[CH:44]=[CH:43][C:39]([C:40](Cl)=[O:41])=[CH:38][CH:37]=1.NCCN(CCN)CCN. Product: [CH3:7][C:5]([O:8][C:9]1[CH:14]=[CH:13][C:12]([O:15][C:16]2[CH:21]=[CH:20][CH:19]=[C:18]([CH2:22][NH:23][C:40](=[O:41])[C:39]3[CH:43]=[CH:44][C:36]([C:35]([F:46])([F:45])[F:34])=[CH:37][CH:38]=3)[CH:17]=2)=[CH:11][C:10]=1[CH3:24])([CH3:6])[C:4]([OH:26])=[O:3]. The catalyst class is: 2. (6) Reactant: [N:1]1([CH2:6][CH2:7][CH2:8][O:9][C:10]2[CH:15]=[CH:14][C:13]([C:16]3([CH2:22][NH2:23])[CH2:21][CH2:20][O:19][CH2:18][CH2:17]3)=[CH:12][CH:11]=2)[CH2:5][CH2:4][CH2:3][CH2:2]1.C(N(CC)CC)C.[CH3:31][N:32]([CH3:36])[C:33](Cl)=[O:34]. Product: [CH3:31][N:32]([CH3:36])[C:33]([NH:23][CH2:22][C:16]1([C:13]2[CH:14]=[CH:15][C:10]([O:9][CH2:8][CH2:7][CH2:6][N:1]3[CH2:5][CH2:4][CH2:3][CH2:2]3)=[CH:11][CH:12]=2)[CH2:17][CH2:18][O:19][CH2:20][CH2:21]1)=[O:34]. The catalyst class is: 4. (7) Reactant: [CH3:1][O:2][C:3](=[O:24])[CH:4]=P(C1C=CC=CC=1)(C1C=CC=CC=1)C1C=CC=CC=1.[F:25][C:26]1([F:34])[CH2:31][CH2:30][CH:29]([CH:32]=O)[CH2:28][CH2:27]1. Product: [F:25][C:26]1([F:34])[CH2:31][CH2:30][CH:29]([CH:32]=[CH:4][C:3]([O:2][CH3:1])=[O:24])[CH2:28][CH2:27]1. The catalyst class is: 1. (8) Reactant: [NH2:1][C@H:2]1[CH2:7][CH2:6][C@H:5]([C:8]([OH:10])=[O:9])[CH2:4][CH2:3]1.CCN(C(C)C)C(C)C.F[C:21]1[CH:22]=[C:23]([CH:35]=[CH:36][C:37]=1[N+:38]([O-:40])=[O:39])[CH2:24][N:25]1[CH2:30][CH2:29][CH:28]([C:31]([OH:34])([CH3:33])[CH3:32])[CH2:27][CH2:26]1. Product: [OH:34][C:31]([CH:28]1[CH2:29][CH2:30][N:25]([CH2:24][C:23]2[CH:35]=[CH:36][C:37]([N+:38]([O-:40])=[O:39])=[C:21]([NH:1][C@H:2]3[CH2:7][CH2:6][C@H:5]([C:8]([OH:10])=[O:9])[CH2:4][CH2:3]3)[CH:22]=2)[CH2:26][CH2:27]1)([CH3:33])[CH3:32]. The catalyst class is: 10.